This data is from Catalyst prediction with 721,799 reactions and 888 catalyst types from USPTO. The task is: Predict which catalyst facilitates the given reaction. Reactant: [NH2:1][C:2]1[CH:7]=[C:6]([CH3:8])[C:5]([CH3:9])=[CH:4][C:3]=1[NH:10][CH2:11][CH2:12][CH2:13][CH2:14][CH2:15][C:16]([CH3:23])([CH3:22])[C:17]([O:19][CH2:20][CH3:21])=[O:18].B(O)(O)O.O.[NH:29]1[C:37](=[O:38])[C:35](=O)[C:33](=O)[NH:32][C:30]1=[O:31]. Product: [CH3:8][C:6]1[C:5]([CH3:9])=[CH:4][C:3]2[N:10]([CH2:11][CH2:12][CH2:13][CH2:14][CH2:15][C:16]([CH3:22])([CH3:23])[C:17]([O:19][CH2:20][CH3:21])=[O:18])[C:33]3[C:35]([C:37](=[O:38])[NH:29][C:30](=[O:31])[N:32]=3)=[N:1][C:2]=2[CH:7]=1. The catalyst class is: 15.